This data is from Forward reaction prediction with 1.9M reactions from USPTO patents (1976-2016). The task is: Predict the product of the given reaction. (1) The product is: [CH3:86][O:85][C:83]1[CH:82]=[CH:81][C:78]([CH:79]=[O:80])=[C:77]([O:76][CH2:5][CH:6]2[CH2:11][CH:10]([O:12][CH2:13][CH2:14][CH2:15][CH2:16][CH2:17][CH2:18][CH2:19][CH2:20][CH2:21][CH2:22][CH2:23][CH2:24][CH2:25][CH2:26][CH2:27][CH2:28][CH2:29][CH3:30])[CH:9]([O:31][CH2:32][CH2:33][CH2:34][CH2:35][CH2:36][CH2:37][CH2:38][CH2:39][CH2:40][CH2:41][CH2:42][CH2:43][CH2:44][CH2:45][CH2:46][CH2:47][CH2:48][CH3:49])[CH:8]([O:50][CH2:51][CH2:52][CH2:53][CH2:54][CH2:55][CH2:56][CH2:57][CH2:58][CH2:59][CH2:60][CH2:61][CH2:62][CH2:63][CH2:64][CH2:65][CH2:66][CH2:67][CH3:68])[CH2:7]2)[CH:84]=1. Given the reactants S(C1C=CC(C)=CC=1)(O[CH2:5][CH:6]1[CH2:11][CH:10]([O:12][CH2:13][CH2:14][CH2:15][CH2:16][CH2:17][CH2:18][CH2:19][CH2:20][CH2:21][CH2:22][CH2:23][CH2:24][CH2:25][CH2:26][CH2:27][CH2:28][CH2:29][CH3:30])[CH:9]([O:31][CH2:32][CH2:33][CH2:34][CH2:35][CH2:36][CH2:37][CH2:38][CH2:39][CH2:40][CH2:41][CH2:42][CH2:43][CH2:44][CH2:45][CH2:46][CH2:47][CH2:48][CH3:49])[CH:8]([O:50][CH2:51][CH2:52][CH2:53][CH2:54][CH2:55][CH2:56][CH2:57][CH2:58][CH2:59][CH2:60][CH2:61][CH2:62][CH2:63][CH2:64][CH2:65][CH2:66][CH2:67][CH3:68])[CH2:7]1)(=O)=O.[OH:76][C:77]1[CH:84]=[C:83]([O:85][CH3:86])[CH:82]=[CH:81][C:78]=1[CH:79]=[O:80].C(=O)([O-])[O-].[K+].[K+], predict the reaction product. (2) Given the reactants C([O:5][C:6]([N:8]1[CH2:12][CH:11]([C:13]2[NH:14][CH:15]=[C:16]([C:18]3[CH:23]=[CH:22][C:21]([Br:24])=[CH:20][CH:19]=3)[N:17]=2)[N:10]([C:25](=[O:35])[CH:26]([NH:30][C:31]([O:33][CH3:34])=[O:32])[CH:27]([CH3:29])[CH3:28])[CH2:9]1)=O)(C)(C)C.Cl.C(N(C(C)C)CC)(C)C.C(Cl)(=O)[C:47]1[CH:52]=[CH:51][CH:50]=[CH:49][CH:48]=1, predict the reaction product. The product is: [CH3:34][O:33][C:31](=[O:32])[NH:30][CH:26]([C:25]([N:10]1[CH:11]([C:13]2[NH:14][CH:15]=[C:16]([C:18]3[CH:23]=[CH:22][C:21]([Br:24])=[CH:20][CH:19]=3)[N:17]=2)[CH2:12][N:8]([C:6](=[O:5])[C:47]2[CH:52]=[CH:51][CH:50]=[CH:49][CH:48]=2)[CH2:9]1)=[O:35])[CH:27]([CH3:29])[CH3:28].